From a dataset of Forward reaction prediction with 1.9M reactions from USPTO patents (1976-2016). Predict the product of the given reaction. (1) Given the reactants [NH2:1][C:2]1[CH:7]=[CH:6][CH:5]=[CH:4][C:3]=1[OH:8].[CH3:9][O:10][C:11](=[O:24])[C:12]1[CH:17]=[C:16]([CH3:18])[C:15]([Br:19])=[C:14]([S:20](Cl)(=[O:22])=[O:21])[CH:13]=1.N1C=CC=CC=1, predict the reaction product. The product is: [CH3:9][O:10][C:11](=[O:24])[C:12]1[CH:17]=[C:16]([CH3:18])[C:15]([Br:19])=[C:14]([S:20](=[O:21])(=[O:22])[NH:1][C:2]2[CH:7]=[CH:6][CH:5]=[CH:4][C:3]=2[OH:8])[CH:13]=1. (2) Given the reactants Br[C:2]1[CH:7]=[CH:6][N:5]=[C:4]2[NH:8][C:9]([C:11]([CH3:14])([CH3:13])[CH3:12])=[CH:10][C:3]=12.[H-].[Na+].C([Li])CCC.C([O:25][B:26](OC(C)C)[O:27]C(C)C)(C)C.[NH4+].[Cl-], predict the reaction product. The product is: [CH3:12][C:11]([C:9]1[NH:8][C:4]2=[N:5][CH:6]=[CH:7][C:2]([B:26]([OH:27])[OH:25])=[C:3]2[CH:10]=1)([CH3:14])[CH3:13]. (3) Given the reactants Br[CH2:2][CH2:3][CH2:4][CH2:5][CH2:6][CH2:7][CH2:8][CH2:9][CH2:10][CH3:11].C1COCC1.[CH3:17][C:18]1[CH:23]=[C:22]([CH3:24])[CH:21]=[C:20]([CH3:25])[C:19]=1[Mg]Br, predict the reaction product. The product is: [CH2:2]([C:19]1[C:20]([CH3:25])=[CH:21][C:22]([CH3:24])=[CH:23][C:18]=1[CH3:17])[CH2:3][CH2:4][CH2:5][CH2:6][CH2:7][CH2:8][CH2:9][CH2:10][CH3:11]. (4) Given the reactants [O:1]1[C:5]2[CH:6]=[CH:7][CH:8]=[CH:9][C:4]=2[CH2:3][CH:2]1[C:10]([O:12][CH3:13])=[O:11].CI.[CH3:16]C(C)([O-])C.[K+], predict the reaction product. The product is: [CH3:16][C:2]1([C:10]([O:12][CH3:13])=[O:11])[CH2:3][C:4]2[CH:9]=[CH:8][CH:7]=[CH:6][C:5]=2[O:1]1.